From a dataset of Catalyst prediction with 721,799 reactions and 888 catalyst types from USPTO. Predict which catalyst facilitates the given reaction. (1) Reactant: [CH2:1]([O:8][CH2:9][CH:10]([OH:20])[CH2:11][O:12][CH2:13][C:14]1[CH:19]=[CH:18][CH:17]=[CH:16][CH:15]=1)[C:2]1[CH:7]=[CH:6][CH:5]=[CH:4][CH:3]=1.C(#N)C.C(=O)(O)[O-].[Na+].Cl[O-].[Na+]. Product: [CH2:1]([O:8][CH2:9][C:10](=[O:20])[CH2:11][O:12][CH2:13][C:14]1[CH:19]=[CH:18][CH:17]=[CH:16][CH:15]=1)[C:2]1[CH:3]=[CH:4][CH:5]=[CH:6][CH:7]=1. The catalyst class is: 282. (2) Reactant: [Br:1][C:2]1[CH:10]=[CH:9][C:8]([F:11])=[C:7]2[C:3]=1[CH2:4][CH2:5][C@@H:6]2[OH:12].N1C=CN=C1.[C:18]([Si:22]([CH3:25])([CH3:24])Cl)([CH3:21])([CH3:20])[CH3:19].O. Product: [Br:1][C:2]1[CH:10]=[CH:9][C:8]([F:11])=[C:7]2[C:3]=1[CH2:4][CH2:5][C@@H:6]2[O:12][Si:22]([C:18]([CH3:21])([CH3:20])[CH3:19])([CH3:25])[CH3:24]. The catalyst class is: 9. (3) Reactant: [NH2:1][C:2]1[C:7](Br)=[CH:6][CH:5]=[CH:4][N:3]=1.[C:9]1(B(O)O)[CH:14]=[CH:13][CH:12]=[CH:11][CH:10]=1.C(=O)(O)[O-].[Na+].O1CCOCC1. Product: [NH2:1][C:2]1[C:7]([C:9]2[CH:14]=[CH:13][CH:12]=[CH:11][CH:10]=2)=[CH:6][CH:5]=[CH:4][N:3]=1. The catalyst class is: 189. (4) Reactant: C([O:3][P:4]([CH2:9][NH:10][CH2:11][C:12]([CH3:35])=[CH:13][CH2:14][C:15]1[C:16]([O:28]CC[Si](C)(C)C)=[C:17]2[C:21](=[C:22]([CH3:26])[C:23]=1[O:24][CH3:25])[CH2:20][O:19][C:18]2=[O:27])(=[O:8])[O:5]CC)C.C[Si](Br)(C)C.N1C(C)=CC=CC=1C. Product: [OH:28][C:16]1[C:15]([CH2:14][CH:13]=[C:12]([CH3:35])[CH2:11][NH:10][CH2:9][P:4](=[O:3])([OH:8])[OH:5])=[C:23]([O:24][CH3:25])[C:22]([CH3:26])=[C:21]2[C:17]=1[C:18](=[O:27])[O:19][CH2:20]2. The catalyst class is: 3. (5) The catalyst class is: 7. Product: [CH2:1]([N:3]([CH2:11][C:12]1[N:13]=[C:14]2[S:21][C:20]([CH3:22])=[C:19]([CH2:23][N:25]3[CH:29]=[CH:28][CH:27]=[N:26]3)[N:15]2[C:16](=[O:18])[CH:17]=1)[C:4]1[CH:9]=[CH:8][C:7]([F:10])=[CH:6][CH:5]=1)[CH3:2]. Reactant: [CH2:1]([N:3]([CH2:11][C:12]1[N:13]=[C:14]2[S:21][C:20]([CH3:22])=[C:19]([CH2:23]O)[N:15]2[C:16](=[O:18])[CH:17]=1)[C:4]1[CH:9]=[CH:8][C:7]([F:10])=[CH:6][CH:5]=1)[CH3:2].[NH:25]1[CH:29]=[CH:28][CH:27]=[N:26]1.C1(P(C2C=CC=CC=2)C2C=CC=CC=2)C=CC=CC=1.N(C(OC(C)C)=O)=NC(OC(C)C)=O. (6) Reactant: [NH2:1][S:2]([CH:5]([C:11]1[CH:20]=[CH:19][C:14]([C:15]([O:17][CH3:18])=[O:16])=[CH:13][C:12]=1[Br:21])[CH2:6][C:7](OC)=[O:8])(=[O:4])=[O:3].C[O-].[Na+]. Product: [Br:21][C:12]1[CH:13]=[C:14]([CH:19]=[CH:20][C:11]=1[CH:5]1[S:2](=[O:4])(=[O:3])[NH:1][C:7](=[O:8])[CH2:6]1)[C:15]([O:17][CH3:18])=[O:16]. The catalyst class is: 5.